From a dataset of Reaction yield outcomes from USPTO patents with 853,638 reactions. Predict the reaction yield, written as a fraction of the theoretical maximum amount of product (1.0 means a 100% yield; for example, 0.34 means a 34% yield). (1) The reactants are Cl[C:2]1[CH:3]=[CH:4][C:5]([C:8]2[S:12][C:11]3[CH:13]=[CH:14][CH:15]=[CH:16][C:10]=3[CH:9]=2)=[N:6][CH:7]=1.[C:17]1(B(O)O)[CH:22]=[CH:21][CH:20]=[CH:19][CH:18]=1.O.P([O-])([O-])([O-])=O.[K+].[K+].[K+]. The catalyst is C([O-])(=O)C.[Pd+2].C([O-])(=O)C.C(P(C(C)(C)C)C1C=CC=CC=1C1C=CC=CC=1)(C)(C)C.C1(C)C=CC=CC=1. The product is [S:12]1[C:8]([C:5]2[CH:4]=[CH:3][C:2]([C:17]3[CH:22]=[CH:21][CH:20]=[CH:19][CH:18]=3)=[CH:7][N:6]=2)=[CH:9][C:10]2[CH:16]=[CH:15][CH:14]=[CH:13][C:11]1=2. The yield is 0.204. (2) The yield is 0.680. The reactants are [N+:1]([C:4]1[CH:5]=[CH:6][C:7]2[O:12][C:11]([CH3:14])([CH3:13])[O:10][C:9](=[O:15])[C:8]=2[CH:16]=1)([O-])=O. The catalyst is CCO.[Pd]. The product is [NH2:1][C:4]1[CH:5]=[CH:6][C:7]2[O:12][C:11]([CH3:13])([CH3:14])[O:10][C:9](=[O:15])[C:8]=2[CH:16]=1. (3) The reactants are C1(S([N:10]2[C:18]3[C:13](=[CH:14][C:15]([C:20]#[N:21])=[CH:16][C:17]=3[F:19])[CH:12]=[C:11]2[CH3:22])(=O)=O)C=CC=CC=1.CO.[OH-].[Na+]. The catalyst is C1COCC1. The product is [F:19][C:17]1[CH:16]=[C:15]([C:20]#[N:21])[CH:14]=[C:13]2[C:18]=1[NH:10][C:11]([CH3:22])=[CH:12]2. The yield is 0.720.